This data is from Forward reaction prediction with 1.9M reactions from USPTO patents (1976-2016). The task is: Predict the product of the given reaction. (1) Given the reactants C1C(=O)N([Br:8])C(=O)C1.[Br:9][C:10]1[CH:19]=[CH:18][C:13]([C:14]([O:16][CH3:17])=[O:15])=[C:12]([CH3:20])[CH:11]=1.CC(N=NC(C#N)(C)C)(C#N)C, predict the reaction product. The product is: [Br:9][C:10]1[CH:19]=[CH:18][C:13]([C:14]([O:16][CH3:17])=[O:15])=[C:12]([CH2:20][Br:8])[CH:11]=1. (2) Given the reactants C[Si]([N-][Si](C)(C)C)(C)C.[Li+].F[C:12]1[CH:17]=[C:16]([O:18][CH3:19])[CH:15]=[CH:14][C:13]=1[C:20]1[NH:29][C:28](=[O:30])[C:27]2[C:22](=[CH:23][C:24]([O:33][CH3:34])=[CH:25][C:26]=2[O:31][CH3:32])[N:21]=1.[CH3:35][C:36]1([CH3:43])[CH2:41][CH2:40][CH:39]([NH2:42])[CH2:38][CH2:37]1, predict the reaction product. The product is: [CH3:35][C:36]1([CH3:43])[CH2:41][CH2:40][CH:39]([NH:42][C:12]2[CH:17]=[C:16]([O:18][CH3:19])[CH:15]=[CH:14][C:13]=2[C:20]2[NH:29][C:28](=[O:30])[C:27]3[C:22](=[CH:23][C:24]([O:33][CH3:34])=[CH:25][C:26]=3[O:31][CH3:32])[N:21]=2)[CH2:38][CH2:37]1. (3) Given the reactants [C:1]([O:4][CH2:5][C:6]([CH3:36])([CH3:35])[CH2:7][N:8]1[C:14]2[CH:15]=[CH:16][C:17]([Cl:19])=[CH:18][C:13]=2[C@@H:12]([C:20]2[CH:25]=[CH:24][CH:23]=[C:22]([O:26][CH3:27])[C:21]=2[O:28][CH3:29])[O:11][C@H:10]([CH2:30][C:31](O)=[O:32])[C:9]1=[O:34])(=[O:3])[CH3:2].S(Cl)(Cl)=O.[NH2:41][C:42]1[N:47]=[C:46]([C:48]([O:50][CH2:51][CH3:52])=[O:49])[CH:45]=[CH:44][CH:43]=1.C(N(CC)CC)C, predict the reaction product. The product is: [C:1]([O:4][CH2:5][C:6]([CH3:36])([CH3:35])[CH2:7][N:8]1[C:14]2[CH:15]=[CH:16][C:17]([Cl:19])=[CH:18][C:13]=2[C@@H:12]([C:20]2[CH:25]=[CH:24][CH:23]=[C:22]([O:26][CH3:27])[C:21]=2[O:28][CH3:29])[O:11][C@H:10]([CH2:30][C:31]([NH:41][C:42]2[N:47]=[C:46]([C:48]([O:50][CH2:51][CH3:52])=[O:49])[CH:45]=[CH:44][CH:43]=2)=[O:32])[C:9]1=[O:34])(=[O:3])[CH3:2]. (4) Given the reactants [N:1]1([C:7]([O-:9])=[O:8])[CH2:5][CH2:4][CH2:3][C:2]1=[O:6].[Na+].Cl.[Cl-].[Zn+2:13].[Cl-], predict the reaction product. The product is: [OH2:6].[OH2:6].[N:1]1([C:7]([O-:9])=[O:8])[CH2:5][CH2:4][CH2:3][C:2]1=[O:6].[Zn+2:13].[N:1]1([C:7]([O-:9])=[O:8])[CH2:5][CH2:4][CH2:3][C:2]1=[O:6]. (5) Given the reactants [Cl:1][C:2]1[N:10]=[C:9]2[C:5]([NH:6][CH:7]=[N:8]2)=[C:4](Cl)[N:3]=1.[CH3:12][Si:13]([CH2:16][CH2:17][O:18][C:19]([N:21]1[CH2:26][CH2:25][NH:24][CH2:23][CH2:22]1)=[O:20])([CH3:15])[CH3:14].CCOC(C)=O.CCCCCC, predict the reaction product. The product is: [Cl:1][C:2]1[N:10]=[C:9]2[C:5]([NH:6][CH:7]=[N:8]2)=[C:4]([CH:22]2[CH2:23][NH:24][CH2:25][CH2:26][N:21]2[C:19]([O:18][CH2:17][CH2:16][Si:13]([CH3:15])([CH3:14])[CH3:12])=[O:20])[N:3]=1. (6) Given the reactants [BH4-].[BH4-].[BH4-].[BH4-].[Na+].[Na+].[Na+].[Na+].[CH3:9][N:10]1[C:18]2[C:13](=[CH:14][CH:15]=[CH:16][CH:17]=2)[C:12]([C:19](=[O:25])[C:20]([O:22][CH2:23][CH3:24])=[O:21])=[C:11]1[C:26]1[CH:31]=[CH:30][CH:29]=[CH:28][CH:27]=1.O, predict the reaction product. The product is: [OH:25][CH:19]([C:12]1[C:13]2[C:18](=[CH:17][CH:16]=[CH:15][CH:14]=2)[N:10]([CH3:9])[C:11]=1[C:26]1[CH:27]=[CH:28][CH:29]=[CH:30][CH:31]=1)[C:20]([O:22][CH2:23][CH3:24])=[O:21]. (7) Given the reactants C(O)(C(F)(F)F)=O.CC(OC([NH:15][C@H:16]1[CH2:21][CH2:20][CH2:19][N:18]([C:22]([O:24][CH2:25][C:26]2[CH:31]=[CH:30][CH:29]=[CH:28][CH:27]=2)=[O:23])[CH2:17]1)=O)(C)C, predict the reaction product. The product is: [NH2:15][C@H:16]1[CH2:21][CH2:20][CH2:19][N:18]([C:22]([O:24][CH2:25][C:26]2[CH:31]=[CH:30][CH:29]=[CH:28][CH:27]=2)=[O:23])[CH2:17]1.